The task is: Regression. Given a peptide amino acid sequence and an MHC pseudo amino acid sequence, predict their binding affinity value. This is MHC class II binding data.. This data is from Peptide-MHC class II binding affinity with 134,281 pairs from IEDB. (1) The binding affinity (normalized) is 0.349. The peptide sequence is FEERDAVLLGGSSDNEFVKL. The MHC is DRB1_0701 with pseudo-sequence DRB1_0701. (2) The peptide sequence is WASVKKDLISYGGGW. The MHC is DRB1_1302 with pseudo-sequence DRB1_1302. The binding affinity (normalized) is 0.302. (3) The binding affinity (normalized) is 0.702. The MHC is DRB1_0701 with pseudo-sequence DRB1_0701. The peptide sequence is NCVLKKSTNGLRIKS. (4) The peptide sequence is VGSLQYLALTALITPKK. The MHC is HLA-DQA10104-DQB10503 with pseudo-sequence HLA-DQA10104-DQB10503. The binding affinity (normalized) is 0.170.